Dataset: Peptide-MHC class I binding affinity with 185,985 pairs from IEDB/IMGT. Task: Regression. Given a peptide amino acid sequence and an MHC pseudo amino acid sequence, predict their binding affinity value. This is MHC class I binding data. The peptide sequence is SVYFAAFAF. The MHC is HLA-A23:01 with pseudo-sequence HLA-A23:01. The binding affinity (normalized) is 0.744.